This data is from Catalyst prediction with 721,799 reactions and 888 catalyst types from USPTO. The task is: Predict which catalyst facilitates the given reaction. (1) Reactant: Cl[CH2:2][CH2:3][CH2:4][O:5][C:6]1[CH:7]=[CH:8][C:9]([CH2:12][N:13]2[CH2:18][CH2:17][CH2:16][CH2:15][CH2:14]2)=[N:10][CH:11]=1.[NH:19]1[CH2:24][CH2:23][CH2:22][CH2:21][CH2:20]1.C([O-])([O-])=O.[Na+].[Na+]. Product: [NH3:10].[N:13]1([CH2:12][C:9]2[CH:8]=[CH:7][C:6]([O:5][CH2:4][CH2:3][CH2:2][N:19]3[CH2:24][CH2:23][CH2:22][CH2:21][CH2:20]3)=[CH:11][N:10]=2)[CH2:18][CH2:17][CH2:16][CH2:15][CH2:14]1. The catalyst class is: 51. (2) Reactant: [H-].[Na+].CN(C)[CH:5]=[O:6].[CH3:8][CH:9]([CH3:16])[CH2:10][CH2:11][CH2:12][CH:13]([OH:15])[CH3:14]. Product: [CH3:14][CH:13]([O:15][CH2:8][CH2:9][CH2:10][CH2:11][CH:5]1[O:6][CH2:12][CH2:13][O:15]1)[CH2:12][CH2:11][CH2:10][CH:9]([CH3:16])[CH3:8]. The catalyst class is: 6. (3) Reactant: [C:1]([O:5][C:6](=[O:14])[C:7]1[CH:12]=[CH:11][C:10]([NH2:13])=[CH:9][CH:8]=1)([CH3:4])([CH3:3])[CH3:2].[N:15]1[CH:20]=[C:19]([CH:21]=O)[CH:18]=[CH:17][CH:16]=1.[BH-](OC(C)=O)(OC(C)=O)OC(C)=O.[Na+]. Product: [C:1]([O:5][C:6](=[O:14])[C:7]1[CH:8]=[CH:9][C:10]([NH:13][CH2:21][C:19]2[CH:20]=[N:15][CH:16]=[CH:17][CH:18]=2)=[CH:11][CH:12]=1)([CH3:4])([CH3:2])[CH3:3]. The catalyst class is: 576. (4) Reactant: [F:1][C:2]1[CH:3]=[C:4]([CH:8]([NH2:18])[C:9]([CH3:17])([C:11]2[CH:16]=[CH:15][CH:14]=[CH:13][N:12]=2)[CH3:10])[CH:5]=[CH:6][CH:7]=1.C(O)(=O)/C=C/C(O)=O. Product: [F:1][C:2]1[CH:3]=[C:4]([C@H:8]([NH2:18])[C:9]([CH3:10])([C:11]2[CH:16]=[CH:15][CH:14]=[CH:13][N:12]=2)[CH3:17])[CH:5]=[CH:6][CH:7]=1. The catalyst class is: 513.